This data is from Forward reaction prediction with 1.9M reactions from USPTO patents (1976-2016). The task is: Predict the product of the given reaction. (1) Given the reactants [Cl:1][C:2]1[CH:7]=[C:6]([F:8])[CH:5]=[CH:4][C:3]=1[S:9]([NH:12][C@@H:13]([CH2:24][OH:25])[CH2:14][CH2:15][NH:16][C:17](=[O:23])OC(C)(C)C)(=[O:11])=[O:10].Cl.O1CCOCC1.[S:33]1[C:37]2[CH:38]=[CH:39][CH:40]=[CH:41][C:36]=2[CH:35]=[C:34]1[C:42]([NH:44][C@H:45](C(O)=O)[CH2:46][CH:47]([CH3:49])[CH3:48])=[O:43].C1C=C2C(N(O)N=NC2=CC=1)=O.CN1CCOCC1.CCN=C=NCCCN(C)C.Cl, predict the reaction product. The product is: [Cl:1][C:2]1[CH:7]=[C:6]([F:8])[CH:5]=[CH:4][C:3]=1[S:9]([NH:12][C@@H:13]([CH2:24][OH:25])[CH2:14][CH2:15][NH:16][C:17]([C@@H:45]([NH:44][C:42]([C:34]1[S:33][C:37]2[CH:38]=[CH:39][CH:40]=[CH:41][C:36]=2[CH:35]=1)=[O:43])[CH2:46][CH:47]([CH3:49])[CH3:48])=[O:23])(=[O:10])=[O:11]. (2) Given the reactants [OH:1][C:2]1[CH:7]=[CH:6][C:5]([C:8](=[O:12])[CH2:9][CH2:10][CH3:11])=[CH:4][CH:3]=1.Br[CH:14]([CH2:20][CH2:21][CH2:22][CH2:23][CH2:24][CH2:25][CH2:26][CH3:27])[C:15]([O:17][CH2:18][CH3:19])=[O:16], predict the reaction product. The product is: [C:8]([C:5]1[CH:4]=[CH:3][C:2]([O:1][CH:14]([CH2:20][CH2:21][CH2:22][CH2:23][CH2:24][CH2:25][CH2:26][CH3:27])[C:15]([O:17][CH2:18][CH3:19])=[O:16])=[CH:7][CH:6]=1)(=[O:12])[CH2:9][CH2:10][CH3:11]. (3) Given the reactants C(OC(=O)[NH:7][C:8](=[NH:37])[C:9]1[S:10][C:11]([S:35][CH3:36])=[C:12]([S:14]([C:17]2[CH:18]=[C:19]([C:23]3[CH:28]=[CH:27][CH:26]=[C:25]([CH:29]([OH:34])[C:30]([F:33])([F:32])[F:31])[CH:24]=3)[CH:20]=[CH:21][CH:22]=2)(=[O:16])=[O:15])[CH:13]=1)(C)(C)C.[F:39][C:40]([F:45])([F:44])[C:41]([OH:43])=[O:42], predict the reaction product. The product is: [F:39][C:40]([F:45])([F:44])[C:41]([OH:43])=[O:42].[CH3:36][S:35][C:11]1[S:10][C:9]([C:8]([NH2:37])=[NH:7])=[CH:13][C:12]=1[S:14]([C:17]1[CH:18]=[C:19]([C:23]2[CH:28]=[CH:27][CH:26]=[C:25]([CH:29]([OH:34])[C:30]([F:32])([F:33])[F:31])[CH:24]=2)[CH:20]=[CH:21][CH:22]=1)(=[O:16])=[O:15]. (4) Given the reactants [Mg].[Na+].C1(S([O-])=[O:10])C=CC=CC=1.[F:12][C:13]1[CH:18]=[C:17]([CH:19]2[CH2:24][CH2:23]C(CCCCC)C[CH2:20]2)[CH:16]=[CH:15][C:14]=1C1CCC(C2CCC(O)CC2)CC1.Cl.[C:44]([O:47][CH2:48][CH3:49])(=[O:46])[CH3:45], predict the reaction product. The product is: [F:12][C:13]1[CH:18]=[C:17]([C:19]2([OH:10])[CH2:24][CH2:23][C:44]3([O:46][CH2:49][CH2:48][O:47]3)[CH2:45][CH2:20]2)[CH:16]=[CH:15][CH:14]=1. (5) Given the reactants [NH2:1][C:2]1[CH:7]=[CH:6][C:5]([C:8](=[O:10])[CH3:9])=[CH:4][CH:3]=1.C(O)(=O)C.[NH2:15][C:16]1[N:21]=[C:20]([NH2:22])[C:19]([C:23]2[CH:30]=[CH:29][C:26]([CH:27]=O)=[CH:25][CH:24]=2)=[C:18]([CH2:31][CH3:32])[N:17]=1.[BH3-]C#N.[Na+], predict the reaction product. The product is: [NH2:15][C:16]1[N:21]=[C:20]([NH2:22])[C:19]([C:23]2[CH:30]=[CH:29][C:26]([CH2:27][NH:1][C:2]3[CH:7]=[CH:6][C:5]([C:8](=[O:10])[CH3:9])=[CH:4][CH:3]=3)=[CH:25][CH:24]=2)=[C:18]([CH2:31][CH3:32])[N:17]=1. (6) The product is: [OH:15][C:9]([CH2:10][CH2:11][CH2:12][CH2:13][CH3:14])([CH2:26][CH2:27][CH2:28][CH2:29][CH3:30])/[CH:8]=[CH:7]/[C@H:4]1[CH2:5][CH2:6][C:2](=[O:1])[N:3]1[CH2:16][CH2:17][S:18][CH2:19][CH2:20][CH2:21][C:22]([OH:24])=[O:23]. Given the reactants [O:1]=[C:2]1[CH2:6][CH2:5][C@H:4](/[CH:7]=[CH:8]/[C:9](=[O:15])[CH2:10][CH2:11][CH2:12][CH2:13][CH3:14])[N:3]1[CH2:16][CH2:17][S:18][CH2:19][CH2:20][CH2:21][C:22]([O:24]C)=[O:23].[CH2:26]([Mg]Br)[CH2:27][CH2:28][CH2:29][CH3:30].[Cl-].[NH4+], predict the reaction product. (7) Given the reactants [C:1]([C:4]1[CH:12]=[CH:11][C:7]([C:8](O)=[O:9])=[CH:6][CH:5]=1)(=[O:3])[CH3:2].[CH3:13][NH:14][CH3:15].Cl.CN(C)CCCN=C=NCC.O.ON1C2C=CC=CC=2N=N1.C(N(CC)C(C)C)(C)C, predict the reaction product. The product is: [C:1]([C:4]1[CH:12]=[CH:11][C:7]([C:8]([N:14]([CH3:15])[CH3:13])=[O:9])=[CH:6][CH:5]=1)(=[O:3])[CH3:2]. (8) Given the reactants [CH2:1]([O:3][C:4](=[O:18])[C:5](=O)[CH:6]([C:14](=[O:16])[CH3:15])[C:7]([O:9][C:10]([CH3:13])([CH3:12])[CH3:11])=[O:8])[CH3:2].C([N:21](CC)CC)C.Cl.NO.Cl, predict the reaction product. The product is: [CH2:1]([O:3][C:4]([C:5]1[C:6]([C:7]([O:9][C:10]([CH3:13])([CH3:12])[CH3:11])=[O:8])=[C:14]([CH3:15])[O:16][N:21]=1)=[O:18])[CH3:2]. (9) Given the reactants [C:9](O[C:9]([O:11][C:12]([CH3:15])([CH3:14])[CH3:13])=[O:10])([O:11][C:12]([CH3:15])([CH3:14])[CH3:13])=[O:10].[N+:16]([C:19]1[CH:20]=[CH:21][C:22]([N:25]2[CH2:30][CH2:29][C:28]3=[C:31]([C:34]([O:36][CH2:37][CH3:38])=[O:35])[NH:32][N:33]=[C:27]3[CH2:26]2)=[N:23][CH:24]=1)([O-])=O.[H][H], predict the reaction product. The product is: [C:12]([O:11][C:9]([NH:16][C:19]1[CH:20]=[CH:21][C:22]([N:25]2[CH2:30][CH2:29][C:28]3=[C:31]([C:34]([O:36][CH2:37][CH3:38])=[O:35])[NH:32][N:33]=[C:27]3[CH2:26]2)=[N:23][CH:24]=1)=[O:10])([CH3:13])([CH3:14])[CH3:15].